This data is from Reaction yield outcomes from USPTO patents with 853,638 reactions. The task is: Predict the reaction yield, written as a fraction of the theoretical maximum amount of product (1.0 means a 100% yield; for example, 0.34 means a 34% yield). (1) The reactants are [OH:1][C:2]1[CH:3]=[C:4]([C:9]2([C:12]([OH:14])=[O:13])[CH2:11][CH2:10]2)[CH:5]=[CH:6][C:7]=1[OH:8].[CH3:15]C1C=CC(S(O)(=O)=O)=CC=1. The catalyst is CO. The product is [OH:1][C:2]1[CH:3]=[C:4]([C:9]2([C:12]([O:14][CH3:15])=[O:13])[CH2:11][CH2:10]2)[CH:5]=[CH:6][C:7]=1[OH:8]. The yield is 0.910. (2) The catalyst is ClCCl. The product is [Cl:18][C:16]1[CH:17]=[C:12]([CH:13]=[C:14]([Cl:32])[C:15]=1[O:19][C:20]1[CH:25]=[C:24]([CH:26]([CH3:28])[CH3:27])[C:23]([OH:29])=[C:22]([C:30]#[N:31])[CH:21]=1)[C:11]([NH:6][CH2:7][C:8]([OH:10])=[O:9])=[O:33]. The reactants are B(Br)(Br)Br.C[N:6]([C:11](=[O:33])[C:12]1[CH:17]=[C:16]([Cl:18])[C:15]([O:19][C:20]2[CH:25]=[C:24]([CH:26]([CH3:28])[CH3:27])[C:23]([OH:29])=[C:22]([C:30]#[N:31])[CH:21]=2)=[C:14]([Cl:32])[CH:13]=1)[CH2:7][C:8]([OH:10])=[O:9]. The yield is 0.440. (3) The reactants are Br[C:2]1[CH:3]=[C:4]([CH:23]=[CH:24][CH:25]=1)[CH2:5][O:6][C:7]1[CH:12]=[CH:11][C:10]([C:13]2([CH2:17][C:18]([O:20][CH2:21][CH3:22])=[O:19])[CH2:16][O:15][CH2:14]2)=[CH:9][CH:8]=1.[CH3:26][O:27][C:28]1[CH:29]=[N:30][CH:31]=[C:32](B2OC(C)(C)C(C)(C)O2)[CH:33]=1.C(=O)([O-])[O-].[K+].[K+]. The catalyst is O1CCOCC1.O. The product is [CH3:26][O:27][C:28]1[CH:33]=[C:32]([C:2]2[CH:3]=[C:4]([CH:23]=[CH:24][CH:25]=2)[CH2:5][O:6][C:7]2[CH:12]=[CH:11][C:10]([C:13]3([CH2:17][C:18]([O:20][CH2:21][CH3:22])=[O:19])[CH2:14][O:15][CH2:16]3)=[CH:9][CH:8]=2)[CH:31]=[N:30][CH:29]=1. The yield is 0.736. (4) The reactants are [CH2:1]([C:11]1[CH:20]=[C:19]2[C:14]([CH:15]=[CH:16][C:17]([O:21][CH3:22])=[CH:18]2)=[CH:13][CH:12]=1)[CH2:2][CH2:3][CH2:4][CH2:5][CH2:6][CH2:7][CH2:8][CH2:9][CH3:10].[CH3:23][S:24]SC. No catalyst specified. The product is [CH2:1]([C:11]1[CH:20]=[C:19]2[C:14]([CH:15]=[C:16]([S:24][CH3:23])[C:17]([O:21][CH3:22])=[CH:18]2)=[CH:13][CH:12]=1)[CH2:2][CH2:3][CH2:4][CH2:5][CH2:6][CH2:7][CH2:8][CH2:9][CH3:10]. The yield is 0.930. (5) The reactants are [NH2:1][C:2]1[N:7]=[C:6](Cl)[CH:5]=[C:4]([CH3:9])[N:3]=1.[NH2:10][C@H:11]1[CH2:16][CH2:15][C@H:14]([OH:17])[CH2:13][CH2:12]1.C(=O)([O-])[O-].[K+].[K+].C(N(C(C)C)CC)(C)C. The catalyst is CC(N(C)C)=O.C(OCC)(=O)C. The product is [NH2:1][C:2]1[N:7]=[C:6]([NH:10][C@H:11]2[CH2:16][CH2:15][C@H:14]([OH:17])[CH2:13][CH2:12]2)[CH:5]=[C:4]([CH3:9])[N:3]=1. The yield is 0.990. (6) The reactants are [CH2:1]([O:8][N:9]=[C:10]1[C:18]2([CH2:23][CH2:22][CH2:21][CH2:20][CH2:19]2)[C:17]2[C:12](=[CH:13][CH:14]=[C:15](Br)[CH:16]=2)[NH:11]1)[C:2]1[CH:7]=[CH:6][CH:5]=[CH:4][CH:3]=1.[N+:25]([C:28]1[CH:29]=[C:30](B(O)O)[CH:31]=[CH:32][CH:33]=1)([O-:27])=[O:26]. No catalyst specified. The product is [CH2:1]([O:8][N:9]=[C:10]1[C:18]2([CH2:23][CH2:22][CH2:21][CH2:20][CH2:19]2)[C:17]2[C:12](=[CH:13][CH:14]=[C:15]([C:32]3[CH:31]=[CH:30][CH:29]=[C:28]([N+:25]([O-:27])=[O:26])[CH:33]=3)[CH:16]=2)[NH:11]1)[C:2]1[CH:7]=[CH:6][CH:5]=[CH:4][CH:3]=1. The yield is 0.550. (7) The reactants are [NH2:1][C@H:2]([C:6]([OH:8])=[O:7])[CH2:3][CH2:4][OH:5].[C:9]([Cl:12])(=[O:11])[CH3:10]. The catalyst is C(O)(=O)C. The yield is 0.750. The product is [ClH:12].[C:9]([O:5][CH2:4][CH2:3][C@@H:2]([C:6]([OH:8])=[O:7])[NH2:1])(=[O:11])[CH3:10]. (8) The reactants are [Cl:1][C:2]1[CH:23]=[CH:22][C:5]2[N:6]([CH2:13][C:14]3[CH:19]=[CH:18][C:17]([O:20][CH3:21])=[CH:16][CH:15]=3)[C:7](=[O:12])[CH2:8][NH:9][C:10](=O)[C:4]=2[CH:3]=1.O=P(Cl)(Cl)[Cl:26]. The catalyst is C1(C)C=CC=CC=1. The product is [Cl:26][C:10]1[C:4]2[CH:3]=[C:2]([Cl:1])[CH:23]=[CH:22][C:5]=2[N:6]([CH2:13][C:14]2[CH:19]=[CH:18][C:17]([O:20][CH3:21])=[CH:16][CH:15]=2)[C:7](=[O:12])[CH2:8][N:9]=1. The yield is 0.875.